From a dataset of Full USPTO retrosynthesis dataset with 1.9M reactions from patents (1976-2016). Predict the reactants needed to synthesize the given product. (1) The reactants are: [F:1][C:2]([F:25])([F:24])[C:3]([C:7]1[CH:12]=[C:11]([C:13]([CH3:16])([CH3:15])[CH3:14])[CH:10]=[C:9]([C:17]([CH3:20])([CH3:19])[CH3:18])[C:8]=1[O:21][CH2:22][CH3:23])=[CH:4][CH2:5][OH:6].C[N+]1([O-])CCOCC1.C([N+](CCC)(CCC)CCC)CC. Given the product [F:1][C:2]([F:24])([F:25])[C:3]([C:7]1[CH:12]=[C:11]([C:13]([CH3:15])([CH3:14])[CH3:16])[CH:10]=[C:9]([C:17]([CH3:19])([CH3:18])[CH3:20])[C:8]=1[O:21][CH2:22][CH3:23])=[CH:4][CH:5]=[O:6], predict the reactants needed to synthesize it. (2) The reactants are: Cl[C:2]1[N:9]=[C:8]([CH3:10])[CH:7]=[C:6]([CH3:11])[C:3]=1[C:4]#[N:5].NC(N)=[S:14]. Given the product [SH:14][C:2]1[N:9]=[C:8]([CH3:10])[CH:7]=[C:6]([CH3:11])[C:3]=1[C:4]#[N:5], predict the reactants needed to synthesize it. (3) Given the product [CH3:29][C:21]([O:26][CH2:27][CH3:28])([CH2:20][C:17]1[CH:16]=[CH:15][C:14]([O:13][CH2:12][CH2:11][N:4]2[C:5]3[CH:10]=[CH:9][CH:8]=[CH:7][C:6]=3[O:1][CH2:2][CH2:3]2)=[CH:19][CH:18]=1)[C:22]([O:24][CH3:25])=[O:23], predict the reactants needed to synthesize it. The reactants are: [O:1]1[C:6]2[CH:7]=[CH:8][CH:9]=[CH:10][C:5]=2[N:4]([CH2:11][CH2:12][O:13][C:14]2[CH:19]=[CH:18][C:17]([CH2:20][CH:21]([O:26][CH2:27][CH3:28])[C:22]([O:24][CH3:25])=[O:23])=[CH:16][CH:15]=2)[CH2:3][CH2:2]1.[CH:29]([N-]C(C)C)(C)C.[Li+].CI.Cl. (4) The reactants are: [Cl:1][C:2]1[C:3]([CH3:18])=[C:4]([NH:10][C@H:11]([C@@H:15]([OH:17])[CH3:16])[C:12]([OH:14])=O)[CH:5]=[CH:6][C:7]=1[C:8]#[N:9].[Si:19]([O:26][CH2:27][C:28]1[CH:37]=[CH:36][C:31]([C:32]([NH:34][NH2:35])=[O:33])=[CH:30][CH:29]=1)([C:22]([CH3:25])([CH3:24])[CH3:23])([CH3:21])[CH3:20].O.ON1C2C=CC=CC=2N=N1.Cl.CN(C)CCCN=C=NCC.C(N(CC)CC)C. Given the product [Si:19]([O:26][CH2:27][C:28]1[CH:29]=[CH:30][C:31]([C:32]([NH:34][NH:35][C:12](=[O:14])[C@H:11]([NH:10][C:4]2[CH:5]=[CH:6][C:7]([C:8]#[N:9])=[C:2]([Cl:1])[C:3]=2[CH3:18])[C@@H:15]([OH:17])[CH3:16])=[O:33])=[CH:36][CH:37]=1)([C:22]([CH3:25])([CH3:24])[CH3:23])([CH3:21])[CH3:20], predict the reactants needed to synthesize it. (5) Given the product [CH3:1][C:2]1[C:7]([CH:8]=[O:9])=[CH:6][CH:5]=[C:4]([CH:10]2[CH2:15][CH2:14][O:13][CH2:12][CH2:11]2)[N:3]=1, predict the reactants needed to synthesize it. The reactants are: [CH3:1][C:2]1[C:7]([CH2:8][OH:9])=[CH:6][CH:5]=[C:4]([CH:10]2[CH2:15][CH2:14][O:13][CH2:12][CH2:11]2)[N:3]=1.C[N+]1([O-])CCOCC1. (6) The reactants are: [Cl:1][C:2]1[CH:3]=[C:4]([NH:21][C:22]2[C:32]3[CH:31]=[C:30]([C:33]([O:35][CH3:36])=[O:34])[CH2:29][CH2:28][NH:27][C:26]=3[N:25]=[CH:24][N:23]=2)[CH:5]=[CH:6][C:7]=1[O:8][C:9]1[CH:14]=[CH:13][CH:12]=[C:11]([S:15][CH2:16][C:17]([F:20])([F:19])[F:18])[CH:10]=1.ClC1C=CC=C(C(OO)=[O:45])C=1.S([O-])([O-])(=O)=S.[Na+].[Na+]. Given the product [Cl:1][C:2]1[CH:3]=[C:4]([NH:21][C:22]2[C:32]3[CH:31]=[C:30]([C:33]([O:35][CH3:36])=[O:34])[CH2:29][CH2:28][NH:27][C:26]=3[N:25]=[CH:24][N:23]=2)[CH:5]=[CH:6][C:7]=1[O:8][C:9]1[CH:14]=[CH:13][CH:12]=[C:11]([S:15]([CH2:16][C:17]([F:18])([F:19])[F:20])=[O:45])[CH:10]=1, predict the reactants needed to synthesize it. (7) Given the product [CH3:28][O:27][C:25]1[CH:24]=[CH:23][C:18]2[N:19]=[CH:20][C:21](=[O:22])[N:16]([CH2:15][CH2:14][C@@H:13]3[CH2:12][O:29]3)[C:17]=2[N:26]=1, predict the reactants needed to synthesize it. The reactants are: CC1C=CC(S(O[CH2:12][C@H:13]([OH:29])[CH2:14][CH2:15][N:16]2[C:21](=[O:22])[CH:20]=[N:19][C:18]3[CH:23]=[CH:24][C:25]([O:27][CH3:28])=[N:26][C:17]2=3)(=O)=O)=CC=1.C(=O)([O-])[O-].[K+].[K+].